From a dataset of Catalyst prediction with 721,799 reactions and 888 catalyst types from USPTO. Predict which catalyst facilitates the given reaction. (1) Reactant: [I:1]I.C([Sn](CCCC)(CCCC)[C:8]1[CH:9]=[C:10](/[CH:24]=[CH:25]/[C:26]2[CH:31]=[CH:30][C:29]([N:32]([CH3:34])[CH3:33])=[CH:28][CH:27]=2)[CH:11]=[N:12][C:13]=1[O:14][CH2:15][CH2:16][O:17][CH2:18][CH2:19][O:20][CH2:21][CH2:22][F:23])CCC.C(Cl)Cl. Product: [I:1][C:8]1[CH:9]=[C:10](/[CH:24]=[CH:25]/[C:26]2[CH:31]=[CH:30][C:29]([N:32]([CH3:34])[CH3:33])=[CH:28][CH:27]=2)[CH:11]=[N:12][C:13]=1[O:14][CH2:15][CH2:16][O:17][CH2:18][CH2:19][O:20][CH2:21][CH2:22][F:23]. The catalyst class is: 1. (2) Reactant: Cl[C:2]1[C:11]([CH3:12])=[C:10]([Cl:13])[C:9]2[C:4](=[CH:5][C:6]([F:15])=[CH:7][C:8]=2[F:14])[N:3]=1.[CH3:16][C:17]1[C:22]([CH3:23])=[CH:21][CH:20]=[CH:19][C:18]=1B(O)O.C(=O)([O-])[O-].[K+].[K+]. Product: [Cl:13][C:10]1[C:9]2[C:4](=[CH:5][C:6]([F:15])=[CH:7][C:8]=2[F:14])[N:3]=[C:2]([C:18]2[CH:19]=[CH:20][CH:21]=[C:22]([CH3:23])[C:17]=2[CH3:16])[C:11]=1[CH3:12]. The catalyst class is: 11. (3) Reactant: F[B-](F)(F)F.[CH3:6][O+](C)C.F[B-](F)(F)F.[F:15][C:16]1[CH:21]=[C:20]([O:22][CH3:23])[C:19]([O:24][CH3:25])=[CH:18][C:17]=1[CH:26]([NH:30][C:31]1[CH:36]=[CH:35][C:34]([C:37]2[N:41]=[C:40]([CH3:42])[O:39][N:38]=2)=[CH:33][CH:32]=1)[C:27]([NH2:29])=[S:28].C(=O)([O-])O.[Na+]. Product: [CH3:6][S:28][C:27](=[NH:29])[CH:26]([C:17]1[CH:18]=[C:19]([O:24][CH3:25])[C:20]([O:22][CH3:23])=[CH:21][C:16]=1[F:15])[NH:30][C:31]1[CH:32]=[CH:33][C:34]([C:37]2[N:41]=[C:40]([CH3:42])[O:39][N:38]=2)=[CH:35][CH:36]=1. The catalyst class is: 4. (4) Reactant: [F:1][CH:2]([F:17])[CH:3]1[C:12]2[C:7](=[CH:8][CH:9]=[CH:10][CH:11]=2)[N:6]([CH2:13][C:14]([NH2:16])=O)[CH2:5][CH2:4]1.CSC.B. Product: [F:17][CH:2]([F:1])[CH:3]1[C:12]2[C:7](=[CH:8][CH:9]=[CH:10][CH:11]=2)[N:6]([CH2:13][CH2:14][NH2:16])[CH2:5][CH2:4]1. The catalyst class is: 1.